This data is from Catalyst prediction with 721,799 reactions and 888 catalyst types from USPTO. The task is: Predict which catalyst facilitates the given reaction. (1) Reactant: [N:1]1[CH:6]=[CH:5][CH:4]=[CH:3][C:2]=1[C:7]1[N:8]=[C:9]([NH2:12])[S:10][CH:11]=1.[B-](F)(F)(F)[F:14].[B-](F)(F)(F)F.C1[N+]2(CCl)CC[N+](F)(CC2)C1. Product: [F:14][C:11]1[S:10][C:9]([NH2:12])=[N:8][C:7]=1[C:2]1[CH:3]=[CH:4][CH:5]=[CH:6][N:1]=1. The catalyst class is: 3. (2) Reactant: CC(C[AlH]CC(C)C)C.C[O:11][C:12](=O)/[CH:13]=[CH:14]/[CH2:15][C:16]1[CH:17]=[N:18][CH:19]=[C:20]([C@@H:22]2[CH2:25][CH2:24][N:23]2[C:26]([O:28][C:29]([CH3:32])([CH3:31])[CH3:30])=[O:27])[CH:21]=1. Product: [C:29]([O:28][C:26]([N:23]1[CH2:24][CH2:25][C@H:22]1[C:20]1[CH:21]=[C:16]([CH2:15]/[CH:14]=[CH:13]/[CH2:12][OH:11])[CH:17]=[N:18][CH:19]=1)=[O:27])([CH3:32])([CH3:31])[CH3:30]. The catalyst class is: 2.